This data is from Catalyst prediction with 721,799 reactions and 888 catalyst types from USPTO. The task is: Predict which catalyst facilitates the given reaction. (1) Reactant: [C:1]1([CH3:16])[CH:6]=[CH:5][C:4]([S:7]([O:10][CH:11]([CH2:14]O)CO)(=[O:9])=[O:8])=[CH:3][CH:2]=1.[F:17][C:18]([F:32])([F:31])[C:19]1[CH:24]=[CH:23][C:22](/[CH:25]=[CH:26]/[CH:27]=[CH:28]/[CH:29]=[O:30])=[CH:21][CH:20]=1.C1(C)C=CC(S(O)(=O)=O)=CC=1.[C:44](=O)([O-])[OH:45].[Na+]. Product: [C:1]1([CH3:16])[CH:2]=[CH:3][C:4]([S:7]([O:10][C@H:11]2[CH2:14][CH2:44][O:45][C@@H:29](/[CH:28]=[CH:27]/[CH:26]=[CH:25]/[C:22]3[CH:21]=[CH:20][C:19]([C:18]([F:31])([F:32])[F:17])=[CH:24][CH:23]=3)[O:30]2)(=[O:8])=[O:9])=[CH:5][CH:6]=1. The catalyst class is: 2. (2) Reactant: Br[C:2]1[CH:7]=[C:6]([O:8][CH3:9])[CH:5]=[C:4]([F:10])[CH:3]=1.[Cl:11][C:12]1[CH:13]=[C:14](B(O)O)[CH:15]=[CH:16][CH:17]=1. Product: [Cl:11][C:12]1[CH:17]=[C:16]([C:2]2[CH:7]=[C:6]([O:8][CH3:9])[CH:5]=[C:4]([F:10])[CH:3]=2)[CH:15]=[CH:14][CH:13]=1. The catalyst class is: 73. (3) Reactant: Cl.C(OCC)(=O)C.C(OC([NH:15][CH:16]1[CH2:19][N:18]([C:20]2[S:21][C:22]([C:26]([O:28][CH2:29][CH3:30])=[O:27])=[C:23]([CH3:25])[N:24]=2)[CH2:17]1)=O)(C)(C)C. Product: [NH2:15][CH:16]1[CH2:19][N:18]([C:20]2[S:21][C:22]([C:26]([O:28][CH2:29][CH3:30])=[O:27])=[C:23]([CH3:25])[N:24]=2)[CH2:17]1. The catalyst class is: 12. (4) Reactant: C(=O)([O-])[O-].[K+].[K+].I[C:8]1[CH:16]=[CH:15][C:11]([C:12]([OH:14])=[O:13])=[CH:10][CH:9]=1.[OH:17][C:18]1[CH:23]=[CH:22][C:21](B(O)O)=[CH:20][CH:19]=1. Product: [OH:17][C:18]1[CH:23]=[CH:22][C:21]([C:8]2[CH:16]=[CH:15][C:11]([C:12]([OH:14])=[O:13])=[CH:10][CH:9]=2)=[CH:20][CH:19]=1. The catalyst class is: 75. (5) Reactant: [NH2:1][CH2:2][CH2:3][O:4][CH2:5][CH2:6][N:7]1[C:19]2[C:18]3[CH:17]=[CH:16][CH:15]=[CH:14][C:13]=3[N:12]=[C:11]([NH2:20])[C:10]=2[N:9]=[C:8]1[CH2:21][CH3:22].[CH:23]1([N:29]=[C:30]=[O:31])[CH2:28][CH2:27][CH2:26][CH2:25][CH2:24]1. Product: [NH2:20][C:11]1[C:10]2[N:9]=[C:8]([CH2:21][CH3:22])[N:7]([CH2:6][CH2:5][O:4][CH2:3][CH2:2][NH:1][C:30]([NH:29][CH:23]3[CH2:28][CH2:27][CH2:26][CH2:25][CH2:24]3)=[O:31])[C:19]=2[C:18]2[CH:17]=[CH:16][CH:15]=[CH:14][C:13]=2[N:12]=1. The catalyst class is: 17. (6) Reactant: Cl[C:2]1[C:3]2[S:10][C:9]([C:11]3[CH:16]=[CH:15][C:14]([F:17])=[CH:13][CH:12]=3)=[CH:8][C:4]=2[N:5]=[CH:6][N:7]=1.[CH2:18]([NH:25][S:26]([C:29]1[CH:34]=[CH:33][C:32](B2OC(C)(C)C(C)(C)O2)=[CH:31][CH:30]=1)(=[O:28])=[O:27])[C:19]1[CH:24]=[CH:23][CH:22]=[CH:21][CH:20]=1.C(=O)([O-])[O-].[K+].[K+]. Product: [CH2:18]([NH:25][S:26]([C:29]1[CH:34]=[CH:33][C:32]([C:2]2[C:3]3[S:10][C:9]([C:11]4[CH:16]=[CH:15][C:14]([F:17])=[CH:13][CH:12]=4)=[CH:8][C:4]=3[N:5]=[CH:6][N:7]=2)=[CH:31][CH:30]=1)(=[O:27])=[O:28])[C:19]1[CH:20]=[CH:21][CH:22]=[CH:23][CH:24]=1. The catalyst class is: 47.